Dataset: Reaction yield outcomes from USPTO patents with 853,638 reactions. Task: Predict the reaction yield, written as a fraction of the theoretical maximum amount of product (1.0 means a 100% yield; for example, 0.34 means a 34% yield). (1) The reactants are [OH:1][C:2]1[CH:7]=[CH:6][C:5]([N:8]2[C:13](=[O:14])[C:12]([CH2:15][C:16]3[CH:21]=[CH:20][C:19]([C:22]4[C:23]([C:28]#[N:29])=[CH:24][CH:25]=[CH:26][CH:27]=4)=[CH:18][CH:17]=3)=[C:11]([CH2:30][CH2:31][CH3:32])[N:10]=[C:9]2[CH3:33])=[CH:4][CH:3]=1.Br[CH:35]([CH3:39])[C:36]([NH2:38])=[O:37].C(=O)([O-])[O-].[Cs+].[Cs+].C(OCC)(=O)C. The catalyst is CN(C)C=O.O. The product is [C:28]([C:23]1[CH:24]=[CH:25][CH:26]=[CH:27][C:22]=1[C:19]1[CH:20]=[CH:21][C:16]([CH2:15][C:12]2[C:13](=[O:14])[N:8]([C:5]3[CH:4]=[CH:3][C:2]([O:1][CH:35]([CH3:39])[C:36]([NH2:38])=[O:37])=[CH:7][CH:6]=3)[C:9]([CH3:33])=[N:10][C:11]=2[CH2:30][CH2:31][CH3:32])=[CH:17][CH:18]=1)#[N:29]. The yield is 0.880. (2) The reactants are F[C:2]1[CH:9]=[CH:8][CH:7]=[CH:6][C:3]=1[CH:4]=[O:5].C(=O)([O-])[O-].[K+].[K+].[C:16]1([SH:22])[CH:21]=[CH:20][CH:19]=[CH:18][CH:17]=1. The catalyst is CN(C=O)C. The product is [C:16]1([S:22][C:2]2[CH:9]=[CH:8][CH:7]=[CH:6][C:3]=2[CH:4]=[O:5])[CH:21]=[CH:20][CH:19]=[CH:18][CH:17]=1. The yield is 0.710. (3) The reactants are [C:1]([O:5][C:6]([N:8]1[C@@H:12]([CH2:13][CH2:14][O:15][C:16]2[CH:21]=[CH:20][CH:19]=[CH:18][CH:17]=2)[CH2:11][O:10][C:9]1([CH3:23])[CH3:22])=[O:7])([CH3:4])([CH3:3])[CH3:2]. The catalyst is C(O)C.O=[Al]O[Al]=O.[Rh]. The product is [C:1]([O:5][C:6]([N:8]1[C@@H:12]([CH2:13][CH2:14][O:15][CH:16]2[CH2:17][CH2:18][CH2:19][CH2:20][CH2:21]2)[CH2:11][O:10][C:9]1([CH3:23])[CH3:22])=[O:7])([CH3:4])([CH3:2])[CH3:3]. The yield is 0.950. (4) The reactants are Cl[C:2]1[N:7]=[C:6]([N:8]2[CH2:13][CH2:12][O:11][CH2:10][CH2:9]2)[N:5]=[C:4]([N:14]2[C:18]3[CH:19]=[CH:20][CH:21]=[C:22]([O:23][CH3:24])[C:17]=3[N:16]=[C:15]2[CH:25]([F:27])[F:26])[N:3]=1.[NH2:28][CH2:29][CH:30]1[CH2:35][CH2:34][N:33]([C:36]([O:38][C:39]([CH3:42])([CH3:41])[CH3:40])=[O:37])[CH2:32][CH2:31]1. No catalyst specified. The product is [F:26][CH:25]([F:27])[C:15]1[N:14]([C:4]2[N:5]=[C:6]([N:8]3[CH2:13][CH2:12][O:11][CH2:10][CH2:9]3)[N:7]=[C:2]([NH:28][CH2:29][CH:30]3[CH2:35][CH2:34][N:33]([C:36]([O:38][C:39]([CH3:42])([CH3:41])[CH3:40])=[O:37])[CH2:32][CH2:31]3)[N:3]=2)[C:18]2[CH:19]=[CH:20][CH:21]=[C:22]([O:23][CH3:24])[C:17]=2[N:16]=1. The yield is 0.910.